Dataset: Full USPTO retrosynthesis dataset with 1.9M reactions from patents (1976-2016). Task: Predict the reactants needed to synthesize the given product. (1) Given the product [CH3:19][C:13]1([C:11]([C:10]2[C:4]3[C:5](=[N:6][CH:7]=[C:2]([C:29]4[CH:28]=[CH:27][C:26]([N:20]5[CH2:21][CH2:22][O:23][CH2:24][CH2:25]5)=[CH:31][CH:30]=4)[N:3]=3)[NH:8][CH:9]=2)=[O:12])[CH2:18][CH2:17][CH2:16][CH2:15][CH2:14]1, predict the reactants needed to synthesize it. The reactants are: Br[C:2]1[N:3]=[C:4]2[C:10]([C:11]([C:13]3([CH3:19])[CH2:18][CH2:17][CH2:16][CH2:15][CH2:14]3)=[O:12])=[CH:9][NH:8][C:5]2=[N:6][CH:7]=1.[N:20]1([C:26]2[CH:31]=[CH:30][C:29](B(O)O)=[CH:28][CH:27]=2)[CH2:25][CH2:24][O:23][CH2:22][CH2:21]1. (2) Given the product [CH3:1][O:2][CH2:3][O:4][C:5]1[CH:10]=[CH:9][C:8]([C:11]([C:13]2[CH:18]=[CH:17][CH:16]=[CH:15][C:14]=2[N+:19]([O-:21])=[O:20])=[O:12])=[CH:7][CH:6]=1, predict the reactants needed to synthesize it. The reactants are: [CH3:1][O:2][CH2:3][O:4][C:5]1[CH:10]=[CH:9][C:8]([CH:11]([C:13]2[CH:18]=[CH:17][CH:16]=[CH:15][C:14]=2[N+:19]([O-:21])=[O:20])[OH:12])=[CH:7][CH:6]=1.